Dataset: Forward reaction prediction with 1.9M reactions from USPTO patents (1976-2016). Task: Predict the product of the given reaction. (1) Given the reactants [NH2:1][C:2]1[N:7]=[CH:6][C:5]([C:8]2[NH:12][C:11]([C@H:13]3[N:17]4[C:18](=[O:35])[CH:19]=[C:20]([C:22]5[CH:27]=[C:26]([Cl:28])[CH:25]=[CH:24][C:23]=5[N:29]5[CH:33]=[C:32]([Cl:34])[N:31]=[N:30]5)[N:21]=[C:16]4[CH2:15][CH2:14]3)=[N:10][CH:9]=2)=[CH:4][CH:3]=1.Cl[C:37]([O:39][CH3:40])=[O:38], predict the reaction product. The product is: [CH3:40][O:39][C:37](=[O:38])[NH:1][C:2]1[CH:3]=[CH:4][C:5]([C:8]2[NH:12][C:11]([C@H:13]3[N:17]4[C:18](=[O:35])[CH:19]=[C:20]([C:22]5[CH:27]=[C:26]([Cl:28])[CH:25]=[CH:24][C:23]=5[N:29]5[CH:33]=[C:32]([Cl:34])[N:31]=[N:30]5)[N:21]=[C:16]4[CH2:15][CH2:14]3)=[N:10][CH:9]=2)=[CH:6][N:7]=1. (2) The product is: [N:1]1[C:6]2[C:5](=[CH:11][CH:12]=[CH:13][N:7]=2)[CH:4]=[CH:3][C:2]=1[NH2:8]. Given the reactants [N:1]1[C:6]([NH2:7])=[CH:5][CH:4]=[CH:3][C:2]=1[NH2:8].CN(C)[CH:11]=[CH:12][CH:13]=O.C(=O)([O-])[O-].[Na+].[Na+], predict the reaction product. (3) The product is: [N+:18]([C:16]1[CH:17]=[C:13]2[C:12](=[O:21])[NH:11][CH2:10][CH:9]([C:8]([OH:28])=[O:3])[N:14]2[CH:15]=1)([O-:20])=[O:19]. Given the reactants O[Li].[OH2:3].C(OC(=O)[CH2:8][CH:9]1[N:14]2[CH:15]=[C:16]([N+:18]([O-:20])=[O:19])[CH:17]=[C:13]2[C:12](=[O:21])[NH:11][CH2:10]1)C.O1CCCC1.[OH2:28], predict the reaction product. (4) The product is: [C:1]([O:5][C:6](=[O:24])[NH:7][C:8]1[CH:13]=[C:12]([N:14]([CH2:16][CH:17]([CH3:18])[CH3:19])[CH3:15])[C:11]([CH3:20])=[CH:10][C:9]=1[NH2:21])([CH3:2])([CH3:4])[CH3:3]. Given the reactants [C:1]([O:5][C:6](=[O:24])[NH:7][C:8]1[CH:13]=[C:12]([N:14]([CH2:16][CH:17]([CH3:19])[CH3:18])[CH3:15])[C:11]([CH3:20])=[CH:10][C:9]=1[N+:21]([O-])=O)([CH3:4])([CH3:3])[CH3:2], predict the reaction product.